Dataset: Forward reaction prediction with 1.9M reactions from USPTO patents (1976-2016). Task: Predict the product of the given reaction. (1) Given the reactants CCN(CC)CC.Br.[Br:9][C:10]1[S:14][C:13]([NH2:15])=[N:12][CH:11]=1.[C:16](O[C:16]([C:18]([F:21])([F:20])[F:19])=[O:17])([C:18]([F:21])([F:20])[F:19])=[O:17].O, predict the reaction product. The product is: [Br:9][C:10]1[S:14][C:13]([NH:15][C:16](=[O:17])[C:18]([F:21])([F:20])[F:19])=[N:12][CH:11]=1. (2) Given the reactants C[O:2][C:3](=[O:20])[CH:4](Br)[C:5]1[CH:10]=[C:9]([C:11]([F:14])([F:13])[F:12])[CH:8]=[C:7]([C:15]([F:18])([F:17])[F:16])[CH:6]=1.[CH:21]1([SH:26])[CH2:25][CH2:24][CH2:23][CH2:22]1.[NH2:27][C:28]1[S:29][CH:30]=[CH:31][N:32]=1, predict the reaction product. The product is: [CH:21]1([S:26][CH:4]([C:5]2[CH:10]=[C:9]([C:11]([F:14])([F:13])[F:12])[CH:8]=[C:7]([C:15]([F:18])([F:17])[F:16])[CH:6]=2)[C:3]([OH:2])=[O:20])[CH2:25][CH2:24][CH2:23][CH2:22]1.[CH:21]1([S:26][CH:4]([C:5]2[CH:6]=[C:7]([C:15]([F:16])([F:18])[F:17])[CH:8]=[C:9]([C:11]([F:13])([F:12])[F:14])[CH:10]=2)[C:3]([NH:27][C:28]2[S:29][CH:30]=[CH:31][N:32]=2)=[O:2])[CH2:25][CH2:24][CH2:23][CH2:22]1. (3) Given the reactants [Br:1][C:2]1[CH:7]=[CH:6][C:5]([C:8]2[CH:13]=[CH:12][C:11]([OH:14])=[CH:10][CH:9]=2)=[CH:4][CH:3]=1.[C:15](=O)([O-])[O-].[K+].[K+].IC, predict the reaction product. The product is: [Br:1][C:2]1[CH:3]=[CH:4][C:5]([C:8]2[CH:13]=[CH:12][C:11]([O:14][CH3:15])=[CH:10][CH:9]=2)=[CH:6][CH:7]=1. (4) Given the reactants [CH2:1]([N:3]1[CH:7]=[C:6]([NH:8][C:9]2[N:14]=[C:13]([NH:15][C:16]3[CH:17]=[N:18][N:19]([CH2:21][CH3:22])[CH:20]=3)[C:12]([NH2:23])=[CH:11][N:10]=2)[CH:5]=[N:4]1)[CH3:2].[CH:24](OC)(OC)OC, predict the reaction product. The product is: [CH2:1]([N:3]1[CH:7]=[C:6]([NH:8][C:9]2[N:14]=[C:13]3[C:12]([N:23]=[CH:24][N:15]3[C:16]3[CH:17]=[N:18][N:19]([CH2:21][CH3:22])[CH:20]=3)=[CH:11][N:10]=2)[CH:5]=[N:4]1)[CH3:2]. (5) Given the reactants [H-].[Al+3].[Li+].[H-].[H-].[H-].[C:7]1([C@:13]2([C:25]#[N:26])[CH2:15][C@H:14]2[CH2:16][O:17][CH2:18][C:19]2[CH:24]=[CH:23][CH:22]=[CH:21][CH:20]=2)[CH:12]=[CH:11][CH:10]=[CH:9][CH:8]=1, predict the reaction product. The product is: [C:7]1([C@:13]2([CH2:25][NH2:26])[CH2:15][C@H:14]2[CH2:16][O:17][CH2:18][C:19]2[CH:24]=[CH:23][CH:22]=[CH:21][CH:20]=2)[CH:8]=[CH:9][CH:10]=[CH:11][CH:12]=1.